Dataset: Forward reaction prediction with 1.9M reactions from USPTO patents (1976-2016). Task: Predict the product of the given reaction. Given the reactants [Cl:1][C:2]1[CH:7]=[CH:6][C:5]([N+:8]([O-:10])=[O:9])=[CH:4][C:3]=1[OH:11].[Br:12][CH2:13][CH2:14]Br.C([O-])([O-])=O.[K+].[K+], predict the reaction product. The product is: [Br:12][CH2:13][CH2:14][O:11][C:3]1[CH:4]=[C:5]([N+:8]([O-:10])=[O:9])[CH:6]=[CH:7][C:2]=1[Cl:1].